Dataset: Forward reaction prediction with 1.9M reactions from USPTO patents (1976-2016). Task: Predict the product of the given reaction. (1) Given the reactants [CH2:1]1[C:10]2[C:5](=[CH:6][CH:7]=[CH:8][CH:9]=2)[CH2:4][CH2:3][N:2]1[C:11]([C:13]1[CH:14]=[C:15]([CH:20]=[CH:21][C:22]=1OS(C(F)(F)F)(=O)=O)[C:16]([O:18][CH3:19])=[O:17])=[O:12].[B:31]1([B:31]2[O:36][CH2:35][C:34]([CH3:38])([CH3:37])[CH2:33][O:32]2)[O:36][CH2:35][C:34]([CH3:38])([CH3:37])[CH2:33][O:32]1.C([O-])(=O)C.[K+], predict the reaction product. The product is: [CH3:37][C:34]1([CH3:38])[CH2:35][O:36][B:31]([C:22]2[CH:21]=[CH:20][C:15]([C:16]([O:18][CH3:19])=[O:17])=[CH:14][C:13]=2[C:11]([N:2]2[CH2:3][CH2:4][C:5]3[C:10](=[CH:9][CH:8]=[CH:7][CH:6]=3)[CH2:1]2)=[O:12])[O:32][CH2:33]1. (2) Given the reactants [Cl:1][C:2]1[CH:26]=[CH:25][C:5]([C:6]([NH:8][CH:9]([CH2:13][C:14]2[C:23]3[C:18](=[CH:19][CH:20]=[CH:21][CH:22]=3)[NH:17][C:16](=[O:24])[CH:15]=2)[C:10]([OH:12])=[S:11])=[O:7])=[CH:4][CH:3]=1.C1(C)C(S(O[CH2:37][CH:38]2[CH2:42][CH:41]=[CH:40][CH2:39]2)(=O)=O)=CC=CC=1, predict the reaction product. The product is: [Cl:1][C:2]1[CH:3]=[CH:4][C:5]([C:6]([NH:8][CH:9]([CH2:13][C:14]2[C:23]3[C:18](=[CH:19][CH:20]=[CH:21][CH:22]=3)[NH:17][C:16](=[O:24])[CH:15]=2)[C:10]([S:11][CH2:37][CH:38]2[CH2:42][CH:41]=[CH:40][CH2:39]2)=[O:12])=[O:7])=[CH:25][CH:26]=1.